From a dataset of Full USPTO retrosynthesis dataset with 1.9M reactions from patents (1976-2016). Predict the reactants needed to synthesize the given product. (1) Given the product [F:15][C:6]1[CH:5]=[C:4]2[C:9](=[CH:8][CH:7]=1)[NH:1][CH:2]=[C:3]2[CH2:10][CH2:11][C:12]([OH:14])=[O:13], predict the reactants needed to synthesize it. The reactants are: [NH:1]1[C:9]2[C:4](=[CH:5][CH:6]=[CH:7][CH:8]=2)[C:3]([CH2:10][CH2:11][C:12]([OH:14])=[O:13])=[CH:2]1.[F:15]C1C=C2C(=CC=1)NC=C2.C(O)(=O)C=C.C(OC(=O)C)(=O)C. (2) Given the product [Cl:12][C:13]1[S:14][C:15]([Cl:22])=[CH:16][C:17]=1[S:18]([NH:1][C:2]1[CH:10]=[CH:9][C:5]([C:6]([OH:8])=[O:7])=[C:4]([OH:11])[CH:3]=1)(=[O:20])=[O:19], predict the reactants needed to synthesize it. The reactants are: [NH2:1][C:2]1[CH:3]=[C:4]([OH:11])[C:5](=[CH:9][CH:10]=1)[C:6]([OH:8])=[O:7].[Cl:12][C:13]1[S:14][C:15]([Cl:22])=[CH:16][C:17]=1[S:18](Cl)(=[O:20])=[O:19].C([O-])([O-])=O.[Na+].[Na+].CCOC(C)=O. (3) Given the product [CH2:1]([N:8]1[CH:17]=[C:16]([CH2:35][CH2:34][CH2:33][N:32]([CH3:39])[CH3:31])[C:15]2[C:10](=[CH:11][CH:12]=[C:13]([C:19]3[CH:20]=[C:21]([CH:26]=[CH:27][C:28]=3[CH3:29])[C:22]([O:24][CH3:25])=[O:23])[CH:14]=2)[C:9]1=[O:30])[C:2]1[CH:7]=[CH:6][CH:5]=[CH:4][CH:3]=1, predict the reactants needed to synthesize it. The reactants are: [CH2:1]([N:8]1[CH:17]=[C:16](Br)[C:15]2[C:10](=[CH:11][CH:12]=[C:13]([C:19]3[CH:20]=[C:21]([CH:26]=[CH:27][C:28]=3[CH3:29])[C:22]([O:24][CH3:25])=[O:23])[CH:14]=2)[C:9]1=[O:30])[C:2]1[CH:7]=[CH:6][CH:5]=[CH:4][CH:3]=1.[CH3:31][N:32]([CH:39]1CCCCC1)[CH:33]1CCC[CH2:35][CH2:34]1. (4) Given the product [Cl:1][C:2]1[C:11]([C:12]([C:14]2[C:15]([O:22][CH3:23])=[CH:16][CH:17]=[CH:18][C:19]=2[O:20][CH3:21])=[O:13])=[CH:10][C:9]2[C:4](=[CH:5][CH:6]=[CH:7][CH:8]=2)[N:3]=1, predict the reactants needed to synthesize it. The reactants are: [Cl:1][C:2]1[C:11]([CH:12]([C:14]2[C:19]([O:20][CH3:21])=[CH:18][CH:17]=[CH:16][C:15]=2[O:22][CH3:23])[OH:13])=[CH:10][C:9]2[C:4](=[CH:5][CH:6]=[CH:7][CH:8]=2)[N:3]=1.C(N(CC)CC)C.O. (5) Given the product [Br:39][C:40]1[N:44]([C:45]2[C:54]3[C:49](=[CH:50][CH:51]=[CH:52][CH:53]=3)[C:48]([C:55]#[N:56])=[CH:47][CH:46]=2)[C:43]([S:57][CH2:58][C:59]([NH:7][CH2:6][C:5]([O:4][CH2:2][CH3:3])=[O:8])=[O:60])=[N:42][CH:41]=1, predict the reactants needed to synthesize it. The reactants are: Cl.[CH2:2]([O:4][C:5](=[O:8])[CH2:6][NH2:7])[CH3:3].Cl.C(N=C=NCCCN(C)C)C.ON1C2N=CC=CC=2N=N1.N1C(C)=CC=CC=1C.[Br:39][C:40]1[N:44]([C:45]2[C:54]3[C:49](=[CH:50][CH:51]=[CH:52][CH:53]=3)[C:48]([C:55]#[N:56])=[CH:47][CH:46]=2)[C:43]([S:57][CH2:58][C:59](O)=[O:60])=[N:42][CH:41]=1. (6) Given the product [N:1]1[C:2]([CH2:10][CH2:11][NH2:12])=[CH:3][N:4]2[CH:9]=[CH:8][CH:7]=[CH:6][C:5]=12, predict the reactants needed to synthesize it. The reactants are: [N:1]1[C:2]([CH2:10][C:11]#[N:12])=[CH:3][N:4]2[CH:9]=[CH:8][CH:7]=[CH:6][C:5]=12.B.C1COCC1.